Dataset: Full USPTO retrosynthesis dataset with 1.9M reactions from patents (1976-2016). Task: Predict the reactants needed to synthesize the given product. Given the product [O:36]1[C:35]2[CH:39]=[CH:40][C:32]([C:30]([NH:29][CH2:28][CH2:27][CH2:26][CH2:25][O:24][C:19]3[CH:20]=[CH:21][C:16]([S:13]([N:11]([CH3:12])[C:4]4[C:3]([CH3:23])=[CH:2][CH:10]=[CH:9][C:5]=4[C:6]([OH:8])=[O:7])(=[O:15])=[O:14])=[CH:17][CH:18]=3)=[O:31])=[CH:33][C:34]=2[O:38][CH2:37]1, predict the reactants needed to synthesize it. The reactants are: C[C:2]1[CH:10]=[CH:9][C:5]([C:6]([OH:8])=[O:7])=[C:4]([N:11]([S:13]([C:16]2[CH:21]=[CH:20][C:19](F)=[CH:18][CH:17]=2)(=[O:15])=[O:14])[CH3:12])[C:3]=1[CH3:23].[OH:24][CH2:25][CH2:26][CH2:27][CH2:28][NH:29][C:30]([C:32]1[CH:40]=[CH:39][C:35]2[O:36][CH2:37][O:38][C:34]=2[CH:33]=1)=[O:31].